Task: Predict the reactants needed to synthesize the given product.. Dataset: Full USPTO retrosynthesis dataset with 1.9M reactions from patents (1976-2016) (1) Given the product [C:1]12([NH:11][CH2:15][C:14]3[CH:17]=[CH:18][C:19]([OH:21])=[CH:20][C:13]=3[OH:12])[CH2:8][CH:7]3[CH2:6][CH:5]([CH2:4][CH:3]([CH2:9]3)[CH2:2]1)[CH2:10]2, predict the reactants needed to synthesize it. The reactants are: [C:1]12([NH2:11])[CH2:10][CH:5]3[CH2:6][CH:7]([CH2:9][CH:3]([CH2:4]3)[CH2:2]1)[CH2:8]2.[OH:12][C:13]1[CH:20]=[C:19]([OH:21])[CH:18]=[CH:17][C:14]=1[CH:15]=O. (2) Given the product [OH:18][C:14]1([C:12]2[S:13][C:9]([C:4]3[CH:3]=[C:2]([NH:1][C:26]4[N:31]=[C:30]([O:32][CH:33]5[CH2:34][N:35]([C:37]([O:39][C:40]([CH3:43])([CH3:42])[CH3:41])=[O:38])[CH2:36]5)[CH:29]=[CH:28][N:27]=4)[CH:7]=[C:6]([CH3:8])[CH:5]=3)=[CH:10][N:11]=2)[CH2:17][CH2:16][CH2:15]1, predict the reactants needed to synthesize it. The reactants are: [NH2:1][C:2]1[CH:3]=[C:4]([C:9]2[S:13][C:12]([C:14]3([OH:18])[CH2:17][CH2:16][CH2:15]3)=[N:11][CH:10]=2)[CH:5]=[C:6]([CH3:8])[CH:7]=1.C(=O)([O-])[O-].[Cs+].[Cs+].Cl[C:26]1[N:31]=[C:30]([O:32][CH:33]2[CH2:36][N:35]([C:37]([O:39][C:40]([CH3:43])([CH3:42])[CH3:41])=[O:38])[CH2:34]2)[CH:29]=[CH:28][N:27]=1.CC1(C)C2C(=C(P(C3C=CC=CC=3)C3C=CC=CC=3)C=CC=2)OC2C(P(C3C=CC=CC=3)C3C=CC=CC=3)=CC=CC1=2. (3) Given the product [NH2:40][C:39]1[S:41]/[C:35](=[CH:1]\[C:3]2[CH:4]=[C:5]3[C:10](=[CH:11][CH:12]=2)[N:9]=[CH:8][C:7]([C:13]#[N:14])=[C:6]3[O:15][CH2:16][CH2:17][O:18][CH3:19])/[C:36](=[O:37])[N:38]=1, predict the reactants needed to synthesize it. The reactants are: [CH:1]([C:3]1[CH:4]=[C:5]2[C:10](=[CH:11][CH:12]=1)[N:9]=[CH:8][C:7]([C:13]#[N:14])=[C:6]2[O:15][CH2:16][CH2:17][O:18][CH3:19])=O.COC1C=CC(/C=[C:35]2/[C:36]([NH:38][C:39]([S:41]/2)=[NH:40])=[O:37])=CC=1OC1CCCC1.C([O-])(=O)C.[Na+]. (4) Given the product [CH2:60]([S:61]([NH:64][C:20](=[O:22])[CH2:19][CH:17]1[CH2:16][N:15]([C:4]2[C:3]([C:1]#[N:2])=[CH:8][C:7]([C:9]([O:11][CH2:12][CH3:13])=[O:10])=[C:6]([CH3:14])[N:5]=2)[CH2:18]1)(=[O:63])=[O:62])[C:54]1[CH:59]=[CH:58][CH:57]=[CH:56][CH:55]=1, predict the reactants needed to synthesize it. The reactants are: [C:1]([C:3]1[C:4]([N:15]2[CH2:18][CH:17]([CH2:19][C:20]([OH:22])=O)[CH2:16]2)=[N:5][C:6]([CH3:14])=[C:7]([C:9]([O:11][CH2:12][CH3:13])=[O:10])[CH:8]=1)#[N:2].CN(C(ON1N=NC2C=CC=CC1=2)=[N+](C)C)C.[B-](F)(F)(F)F.CCN(C(C)C)C(C)C.[C:54]1([CH2:60][S:61]([NH2:64])(=[O:63])=[O:62])[CH:59]=[CH:58][CH:57]=[CH:56][CH:55]=1.C([O-])(O)=O.[Na+].